From a dataset of NCI-60 drug combinations with 297,098 pairs across 59 cell lines. Regression. Given two drug SMILES strings and cell line genomic features, predict the synergy score measuring deviation from expected non-interaction effect. (1) Drug 1: C1=CC(=CC=C1CCCC(=O)O)N(CCCl)CCCl. Drug 2: C1CNP(=O)(OC1)N(CCCl)CCCl. Cell line: 786-0. Synergy scores: CSS=43.6, Synergy_ZIP=-0.423, Synergy_Bliss=-8.39, Synergy_Loewe=-21.9, Synergy_HSA=-9.90. (2) Drug 1: CC12CCC3C(C1CCC2=O)CC(=C)C4=CC(=O)C=CC34C. Drug 2: C(=O)(N)NO. Cell line: SK-MEL-5. Synergy scores: CSS=41.8, Synergy_ZIP=2.22, Synergy_Bliss=5.83, Synergy_Loewe=2.37, Synergy_HSA=3.25. (3) Drug 1: CN1C2=C(C=C(C=C2)N(CCCl)CCCl)N=C1CCCC(=O)O.Cl. Drug 2: CC1=C(C(=O)C2=C(C1=O)N3CC4C(C3(C2COC(=O)N)OC)N4)N. Cell line: SK-OV-3. Synergy scores: CSS=23.2, Synergy_ZIP=-6.69, Synergy_Bliss=-1.46, Synergy_Loewe=-31.6, Synergy_HSA=-3.81. (4) Drug 1: CC1C(C(=O)NC(C(=O)N2CCCC2C(=O)N(CC(=O)N(C(C(=O)O1)C(C)C)C)C)C(C)C)NC(=O)C3=C4C(=C(C=C3)C)OC5=C(C(=O)C(=C(C5=N4)C(=O)NC6C(OC(=O)C(N(C(=O)CN(C(=O)C7CCCN7C(=O)C(NC6=O)C(C)C)C)C)C(C)C)C)N)C. Drug 2: C1=CN(C(=O)N=C1N)C2C(C(C(O2)CO)O)O.Cl. Cell line: HL-60(TB). Synergy scores: CSS=45.8, Synergy_ZIP=-2.90, Synergy_Bliss=0.400, Synergy_Loewe=1.33, Synergy_HSA=4.17. (5) Drug 1: CC12CCC3C(C1CCC2O)C(CC4=C3C=CC(=C4)O)CCCCCCCCCS(=O)CCCC(C(F)(F)F)(F)F. Drug 2: CCC1=C2CN3C(=CC4=C(C3=O)COC(=O)C4(CC)O)C2=NC5=C1C=C(C=C5)O. Cell line: MCF7. Synergy scores: CSS=36.8, Synergy_ZIP=-3.84, Synergy_Bliss=-3.82, Synergy_Loewe=0.229, Synergy_HSA=1.76. (6) Drug 1: CS(=O)(=O)C1=CC(=C(C=C1)C(=O)NC2=CC(=C(C=C2)Cl)C3=CC=CC=N3)Cl. Drug 2: C1CC(=O)NC(=O)C1N2CC3=C(C2=O)C=CC=C3N. Cell line: MDA-MB-231. Synergy scores: CSS=0.394, Synergy_ZIP=-2.95, Synergy_Bliss=-7.18, Synergy_Loewe=-7.14, Synergy_HSA=-7.11. (7) Drug 1: CC1=CC=C(C=C1)C2=CC(=NN2C3=CC=C(C=C3)S(=O)(=O)N)C(F)(F)F. Drug 2: COC1=NC(=NC2=C1N=CN2C3C(C(C(O3)CO)O)O)N. Cell line: CCRF-CEM. Synergy scores: CSS=49.7, Synergy_ZIP=1.15, Synergy_Bliss=1.82, Synergy_Loewe=-16.2, Synergy_HSA=-0.892.